Dataset: Forward reaction prediction with 1.9M reactions from USPTO patents (1976-2016). Task: Predict the product of the given reaction. Given the reactants C[O:2][C:3](=[O:42])[C@H:4]([OH:41])[CH2:5][NH:6][C:7](=[O:40])[C:8]1[CH:13]=[CH:12][C:11]([CH2:14][N:15]([C:28]2[CH:33]=[CH:32][C:31]([CH:34]3[CH2:39][CH2:38][CH2:37][CH2:36][CH2:35]3)=[CH:30][CH:29]=2)[C:16]([NH:18][C@H:19]([C:21]2[CH:26]=[CH:25][C:24]([Cl:27])=[CH:23][CH:22]=2)[CH3:20])=[O:17])=[CH:10][CH:9]=1.Cl, predict the reaction product. The product is: [Cl:27][C:24]1[CH:23]=[CH:22][C:21]([C@@H:19]([NH:18][C:16](=[O:17])[N:15]([CH2:14][C:11]2[CH:10]=[CH:9][C:8]([C:7]([NH:6][CH2:5][C@@H:4]([OH:41])[C:3]([OH:42])=[O:2])=[O:40])=[CH:13][CH:12]=2)[C:28]2[CH:29]=[CH:30][C:31]([CH:34]3[CH2:35][CH2:36][CH2:37][CH2:38][CH2:39]3)=[CH:32][CH:33]=2)[CH3:20])=[CH:26][CH:25]=1.